From a dataset of Full USPTO retrosynthesis dataset with 1.9M reactions from patents (1976-2016). Predict the reactants needed to synthesize the given product. Given the product [N+:1]([C:4]1[CH:5]=[C:6]2[C:14](=[CH:15][CH:16]=1)[N:13]([CH2:24][CH2:25][CH3:26])[C:12]1[CH2:11][CH2:10][CH2:9][CH2:8][C:7]2=1)([O-:3])=[O:2], predict the reactants needed to synthesize it. The reactants are: [N+:1]([C:4]1[CH:5]=[C:6]2[C:14](=[CH:15][CH:16]=1)[NH:13][C:12]1[CH2:11][CH2:10][CH2:9][CH2:8][C:7]2=1)([O-:3])=[O:2].C(=O)([O-])[O-].[K+].[K+].Br[CH2:24][CH2:25][CH3:26].O.